From a dataset of Forward reaction prediction with 1.9M reactions from USPTO patents (1976-2016). Predict the product of the given reaction. (1) Given the reactants O=[C:2]([CH2:7][C:8](=O)[CH3:9])[C:3]([O:5][CH3:6])=[O:4].[CH3:11][C:12]1[CH:20]=[CH:19][C:15]([CH2:16][NH:17][NH2:18])=[CH:14][CH:13]=1, predict the reaction product. The product is: [CH3:9][C:8]1[N:17]([CH2:16][C:15]2[CH:19]=[CH:20][C:12]([CH3:11])=[CH:13][CH:14]=2)[N:18]=[C:2]([C:3]([O:5][CH3:6])=[O:4])[CH:7]=1. (2) Given the reactants [Br:1][C:2]1[CH:7]=[CH:6][C:5]([C:8]2(C(O)=O)[CH2:10][CH2:9]2)=[CH:4][CH:3]=1.C([N:17]([CH2:21]C)C(C)C)(C)C.C1(P(N=[N+]=[N-])(C2C=CC=CC=2)=[O:30])C=CC=CC=1.[C:40]([OH:44])([CH3:43])([CH3:42])[CH3:41], predict the reaction product. The product is: [Br:1][C:2]1[CH:3]=[CH:4][C:5]([C:8]2([NH:17][C:21](=[O:30])[O:44][C:40]([CH3:43])([CH3:42])[CH3:41])[CH2:9][CH2:10]2)=[CH:6][CH:7]=1. (3) Given the reactants O=C[C@H]([C@@H]([C@@H](CO)O)O)O.[O:11]=[CH:12][C@H:13]([C@H:15]([C@@H:17]([C@@H:19]([CH2:21]O)[OH:20])[OH:18])[OH:16])[OH:14].O=C[C@@H]([C@H]([C@H]([C@@H](CO)O)O)O)O.O=C[C@@H]([C@H]([C@@H]([C@@H](CO)O)O)O)O, predict the reaction product. The product is: [O:11]=[CH:12][C@@H:13]([C@@H:15]([C@H:17]([C@H:19]([CH3:21])[OH:20])[OH:18])[OH:16])[OH:14]. (4) The product is: [C:1]([C:3]1[C:4]([N:22]2[CH2:23][CH2:24][CH:25]([C:28](=[O:30])[NH:43][S:40]([CH2:39][C:33]3[CH:34]=[CH:35][C:36]([Cl:38])=[CH:37][C:32]=3[Cl:31])(=[O:41])=[O:42])[CH2:26][CH2:27]2)=[N:5][C:6]([CH2:15][N:16]2[CH2:20][CH2:19][CH2:18][C:17]2=[O:21])=[C:7]([CH:8]=1)[C:9]([O:11][CH:12]([CH3:13])[CH3:14])=[O:10])#[N:2]. Given the reactants [C:1]([C:3]1[C:4]([N:22]2[CH2:27][CH2:26][CH:25]([C:28]([OH:30])=O)[CH2:24][CH2:23]2)=[N:5][C:6]([CH2:15][N:16]2[CH2:20][CH2:19][CH2:18][C:17]2=[O:21])=[C:7]([C:9]([O:11][CH:12]([CH3:14])[CH3:13])=[O:10])[CH:8]=1)#[N:2].[Cl:31][C:32]1[CH:37]=[C:36]([Cl:38])[CH:35]=[CH:34][C:33]=1[CH2:39][S:40]([NH2:43])(=[O:42])=[O:41], predict the reaction product.